This data is from Reaction yield outcomes from USPTO patents with 853,638 reactions. The task is: Predict the reaction yield, written as a fraction of the theoretical maximum amount of product (1.0 means a 100% yield; for example, 0.34 means a 34% yield). (1) The yield is 0.205. The reactants are F[P-](F)(F)(F)(F)F.N1(OC(N(C)C)=[N+](C)C)C2N=CC=CC=2N=N1.[C:25]([O:29][C:30]([N:32]1[CH2:37][CH2:36][C:35]([CH2:41][NH:42][C:43]([O:45][C:46]([CH3:49])([CH3:48])[CH3:47])=[O:44])([C:38](O)=[O:39])[CH2:34][CH2:33]1)=[O:31])([CH3:28])([CH3:27])[CH3:26].Cl.[Br:51][C:52]1[CH:56]=[C:55]([CH2:57][NH2:58])[O:54][N:53]=1.C(N(C(C)C)C(C)C)C. The product is [Br:51][C:52]1[CH:56]=[C:55]([CH2:57][NH:58][C:38]([C:35]2([CH2:41][NH:42][C:43]([O:45][C:46]([CH3:49])([CH3:48])[CH3:47])=[O:44])[CH2:34][CH2:33][N:32]([C:30]([O:29][C:25]([CH3:28])([CH3:27])[CH3:26])=[O:31])[CH2:37][CH2:36]2)=[O:39])[O:54][N:53]=1. The catalyst is CC(N(C)C)=O.CCOC(C)=O. (2) The reactants are C([O:3][C:4](=[O:22])[CH:5]([C:14](=[O:21])[NH:15][O:16][C:17]([CH3:20])([CH3:19])[CH3:18])[CH2:6][C:7]([O:9][C:10]([CH3:13])([CH3:12])[CH3:11])=[O:8])C.[OH-].[K+]. The catalyst is C(O)C. The product is [C:10]([O:9][C:7](=[O:8])[CH2:6][CH:5]([C:14](=[O:21])[NH:15][O:16][C:17]([CH3:20])([CH3:19])[CH3:18])[C:4]([OH:22])=[O:3])([CH3:13])([CH3:11])[CH3:12]. The yield is 0.570. (3) The reactants are CN([CH:4]=[O:5])C.O=P(Cl)(Cl)Cl.[NH:11]1[CH:15]=[CH:14][CH:13]=[C:12]1[C:16]([O:18][CH2:19][CH3:20])=[O:17].O. The catalyst is ClCCl.C(OCC)(=O)C. The product is [CH:4]([C:15]1[NH:11][C:12]([C:16]([O:18][CH2:19][CH3:20])=[O:17])=[CH:13][CH:14]=1)=[O:5]. The yield is 0.430. (4) The reactants are Br[C:2]1[CH:15]=[CH:14][C:5]2[S:6][C:7]3[CH:12]=[CH:11][C:10]([Br:13])=[CH:9][C:8]=3[C:4]=2[CH:3]=1.[CH:16]1[C:28]2[NH:27][C:26]3[C:21](=[CH:22][CH:23]=[CH:24][CH:25]=3)[C:20]=2[CH:19]=[CH:18][CH:17]=1.CC(C)([O-])C.[Na+]. The catalyst is C([O-])(=O)C.[Pd+2].C([O-])(=O)C.C1(P(C2CCCCC2)C2C=CC=CC=2C2C=CC=CC=2)CCCCC1.C1(C)C=CC=CC=1. The product is [Br:13][C:10]1[CH:11]=[CH:12][C:7]2[S:6][C:5]3[CH:14]=[CH:15][C:2]([N:27]4[C:28]5[CH:16]=[CH:17][CH:18]=[CH:19][C:20]=5[C:21]5[C:26]4=[CH:25][CH:24]=[CH:23][CH:22]=5)=[CH:3][C:4]=3[C:8]=2[CH:9]=1. The yield is 0.510. (5) The reactants are [CH2:1]([O:3][C:4]([C:6]1[CH:11]=[N:10][C:9]([NH2:12])=[CH:8][N:7]=1)=[O:5])[CH3:2].COC(C1C=NC(N)=CN=1)=O.CCN(C(C)C)C(C)C.[F:33][C:34]1[CH:39]=[CH:38][C:37]([CH2:40][CH:41]([C:45]2[CH:50]=[CH:49][C:48]([S:51]([CH3:54])(=[O:53])=[O:52])=[CH:47][CH:46]=2)[C:42](O)=[O:43])=[CH:36][CH:35]=1.CCN=C=NCCCN(C)C.Cl.Cl. The catalyst is C(Cl)Cl.CN(C1C=CN=CC=1)C.CN(C=O)C. The product is [CH2:1]([O:3][C:4]([C:6]1[CH:11]=[N:10][C:9]([NH:12][C:42](=[O:43])[CH:41]([C:45]2[CH:50]=[CH:49][C:48]([S:51]([CH3:54])(=[O:53])=[O:52])=[CH:47][CH:46]=2)[CH2:40][C:37]2[CH:36]=[CH:35][C:34]([F:33])=[CH:39][CH:38]=2)=[CH:8][N:7]=1)=[O:5])[CH3:2]. The yield is 0.200. (6) The reactants are C([O:4][C:5]([C:7]1([CH2:13][CH:14]([CH2:17][CH3:18])[CH2:15][CH3:16])[CH2:12][CH2:11][CH2:10][CH2:9][CH2:8]1)=[O:6])(C)C.[I-].[Na+].Br. The catalyst is CC(O)=O.C(Cl)Cl. The product is [CH2:17]([CH:14]([CH2:15][CH3:16])[CH2:13][C:7]1([C:5]([OH:6])=[O:4])[CH2:8][CH2:9][CH2:10][CH2:11][CH2:12]1)[CH3:18]. The yield is 0.940.